Dataset: Reaction yield outcomes from USPTO patents with 853,638 reactions. Task: Predict the reaction yield, written as a fraction of the theoretical maximum amount of product (1.0 means a 100% yield; for example, 0.34 means a 34% yield). (1) The reactants are [N:1]1[C:6]([OH:7])=[CH:5][CH:4]=[CH:3][C:2]=1[OH:8].C([O:11][C:12](=O)[CH:13]([CH2:17][C:18]1[CH:23]=[CH:22][CH:21]=[C:20]([N+:24]([O-:26])=[O:25])[CH:19]=1)[C:14](=O)[CH3:15])C.O. The catalyst is CO.C(S([O-])(=O)=O)(F)(F)F.C(S([O-])(=O)=O)(F)(F)F.[Zn+2]. The product is [OH:7][C:6]1[N:1]=[C:2]2[O:8][C:12](=[O:11])[C:13]([CH2:17][C:18]3[CH:23]=[CH:22][CH:21]=[C:20]([N+:24]([O-:26])=[O:25])[CH:19]=3)=[C:14]([CH3:15])[C:3]2=[CH:4][CH:5]=1. The yield is 0.570. (2) The reactants are [CH:1]1[C:14]2[C:5](=[N:6][CH:7]=[C:8]3[C:13]=2[CH:12]=[CH:11][CH:10]=[CH:9]3)[CH:4]=[CH:3][CH:2]=1.[C:15]([Li])([CH3:18])([CH3:17])[CH3:16].CCCCC.[CH3:25][O:26][C:27]1[CH:32]=[CH:31][C:30]([S:33](Cl)(=[O:35])=[O:34])=[CH:29][CH:28]=1.[OH-].[Na+]. The catalyst is O1CCCC1. The product is [C:15]([CH:7]1[C:8]2[C:13](=[CH:12][CH:11]=[CH:10][CH:9]=2)[C:14]2[CH:1]=[CH:2][CH:3]=[CH:4][C:5]=2[N:6]1[S:33]([C:30]1[CH:29]=[CH:28][C:27]([O:26][CH3:25])=[CH:32][CH:31]=1)(=[O:35])=[O:34])([CH3:18])([CH3:17])[CH3:16]. The yield is 0.230. (3) The reactants are [NH2:1][C:2]1[CH:3]=[C:4]([CH:9]=[CH:10][C:11]=1[NH2:12])[C:5]([O:7][CH3:8])=[O:6].[CH2:13]([N:15]([CH2:24][CH3:25])[C:16]1[CH:23]=[CH:22][C:19]([CH:20]=O)=[CH:18][CH:17]=1)[CH3:14]. The catalyst is [N+](C1C=CC=CC=1)([O-])=O. The product is [CH2:13]([N:15]([C:16]1[CH:17]=[CH:18][C:19]([C:20]2[NH:12][C:11]3[CH:10]=[CH:9][C:4]([C:5]([O:7][CH3:8])=[O:6])=[CH:3][C:2]=3[N:1]=2)=[CH:22][CH:23]=1)[CH2:24][CH3:25])[CH3:14]. The yield is 0.820. (4) The reactants are [CH3:1][O:2][C:3](=[O:20])[C:4](=[CH:9][C:10]1[CH:11]=[C:12]2[C:16](=[C:17]([CH3:19])[CH:18]=1)[NH:15][N:14]=[CH:13]2)[CH2:5][C:6]([OH:8])=[O:7]. The catalyst is C(OCC)(=O)C.CO.[Pd]. The product is [CH3:1][O:2][C:3](=[O:20])[CH:4]([CH2:9][C:10]1[CH:11]=[C:12]2[C:16](=[C:17]([CH3:19])[CH:18]=1)[NH:15][N:14]=[CH:13]2)[CH2:5][C:6]([OH:8])=[O:7]. The yield is 1.00. (5) The reactants are [CH3:1][C:2]1[CH:7]=[C:6]([CH3:8])[N:5]2[N:9]=[C:10]([CH2:12][OH:13])[N:11]=[C:4]2[N:3]=1. The catalyst is ClCCCl.C(Cl)Cl. The product is [CH3:1][C:2]1[CH:7]=[C:6]([CH3:8])[N:5]2[N:9]=[C:10]([CH:12]=[O:13])[N:11]=[C:4]2[N:3]=1. The yield is 0.770. (6) The reactants are CC1N=C(C[P:8](=[O:15])([O:12][CH2:13][CH3:14])[O:9][CH2:10][CH3:11])ON=1.Cl[CH2:17][C:18]1[O:22][N:21]=[C:20]([CH:23]([CH3:25])[CH3:24])[N:19]=1. No catalyst specified. The product is [CH:23]([C:20]1[N:19]=[C:18]([CH2:17][P:8](=[O:15])([O:12][CH2:13][CH3:14])[O:9][CH2:10][CH3:11])[O:22][N:21]=1)([CH3:25])[CH3:24]. The yield is 1.00. (7) The reactants are [Br:1][C:2]1[CH:12]=[C:11]([CH3:13])[C:5]([O:6][CH2:7][C:8]([OH:10])=O)=[C:4]([CH3:14])[CH:3]=1.[NH2:15][C:16]1[CH:17]=[CH:18][C:19]([S:34]([CH2:37][CH3:38])(=[O:36])=[O:35])=[C:20]([CH:33]=1)[CH2:21][NH:22][C:23](=[O:32])[O:24][CH2:25][C:26]1[CH:31]=[CH:30][CH:29]=[CH:28][CH:27]=1.O=P(Cl)(Cl)Cl. The catalyst is N1C=CC=CC=1. The product is [Br:1][C:2]1[CH:3]=[C:4]([CH3:14])[C:5]([O:6][CH2:7][C:8]([NH:15][C:16]2[CH:17]=[CH:18][C:19]([S:34]([CH2:37][CH3:38])(=[O:36])=[O:35])=[C:20]([CH:33]=2)[CH2:21][NH:22][C:23](=[O:32])[O:24][CH2:25][C:26]2[CH:31]=[CH:30][CH:29]=[CH:28][CH:27]=2)=[O:10])=[C:11]([CH3:13])[CH:12]=1. The yield is 0.980.